From a dataset of Full USPTO retrosynthesis dataset with 1.9M reactions from patents (1976-2016). Predict the reactants needed to synthesize the given product. (1) Given the product [C:1]([O:5][C:6]([N:8]1[CH2:12][C:11](=[O:13])[C@H:10]([CH2:14][NH:15][C:16]([C:18]2[S:19][C:20]([Cl:23])=[CH:21][CH:22]=2)=[O:17])[CH2:9]1)=[O:7])([CH3:4])([CH3:2])[CH3:3], predict the reactants needed to synthesize it. The reactants are: [C:1]([O:5][C:6]([N:8]1[CH2:12][C@@H:11]([OH:13])[C@H:10]([CH2:14][NH:15][C:16]([C:18]2[S:19][C:20]([Cl:23])=[CH:21][CH:22]=2)=[O:17])[CH2:9]1)=[O:7])([CH3:4])([CH3:3])[CH3:2].CCN(CC)CC. (2) Given the product [CH2:1]1[CH:2]2[CH2:10][CH2:9][CH2:8][CH2:7][N:3]2[CH2:4][CH2:5][N:6]1[C:12]1[N:13]=[CH:14][C:15]([C:18]([NH:20][C:21]2[NH:22][N:23]=[C:24]([CH2:26][CH2:27][C:28]3[CH:33]=[C:32]([O:34][CH3:35])[CH:31]=[C:30]([O:36][CH3:37])[CH:29]=3)[CH:25]=2)=[O:19])=[N:16][CH:17]=1, predict the reactants needed to synthesize it. The reactants are: [CH2:1]1[NH:6][CH2:5][CH2:4][N:3]2[CH2:7][CH2:8][CH2:9][CH2:10][CH:2]12.Cl[C:12]1[N:13]=[CH:14][C:15]([C:18]([NH:20][C:21]2[NH:22][N:23]=[C:24]([CH2:26][CH2:27][C:28]3[CH:33]=[C:32]([O:34][CH3:35])[CH:31]=[C:30]([O:36][CH3:37])[CH:29]=3)[CH:25]=2)=[O:19])=[N:16][CH:17]=1.